Predict the reaction yield, written as a fraction of the theoretical maximum amount of product (1.0 means a 100% yield; for example, 0.34 means a 34% yield). From a dataset of Reaction yield outcomes from USPTO patents with 853,638 reactions. (1) The reactants are C(OC(=O)[NH:7][C@H:8]([C:29]1[CH:34]=[CH:33][C:32]([O:35][CH2:36][CH2:37][O:38][C:39]([CH3:42])([CH3:41])[CH3:40])=[CH:31][CH:30]=1)[C:9](=[O:28])[NH:10][C@H:11]([C:17](=[O:27])[NH:18][C:19]1[CH:24]=[CH:23][C:22]([I:25])=[CH:21][C:20]=1[F:26])[CH2:12][C:13]([CH3:16])([CH3:15])[CH3:14])(C)(C)C.Cl.O1CCOCC1. The catalyst is C(#N)C. The product is [F:26][C:20]1[CH:21]=[C:22]([I:25])[CH:23]=[CH:24][C:19]=1[NH:18][C:17](=[O:27])[C@@H:11]([NH:10][C:9](=[O:28])[C@H:8]([NH2:7])[C:29]1[CH:30]=[CH:31][C:32]([O:35][CH2:36][CH2:37][O:38][C:39]([CH3:42])([CH3:41])[CH3:40])=[CH:33][CH:34]=1)[CH2:12][C:13]([CH3:16])([CH3:15])[CH3:14]. The yield is 0.870. (2) The reactants are [Br:1][C:2]1[CH:3]=[C:4]([CH2:17]O)[CH:5]=[CH:6][C:7]=1[O:8][C:9]1[CH:14]=[CH:13][C:12]([F:15])=[CH:11][C:10]=1[F:16].P(Br)(Br)[Br:20].C(=O)(O)[O-].[Na+]. The catalyst is ClCCl. The product is [Br:1][C:2]1[CH:3]=[C:4]([CH2:17][Br:20])[CH:5]=[CH:6][C:7]=1[O:8][C:9]1[CH:14]=[CH:13][C:12]([F:15])=[CH:11][C:10]=1[F:16]. The yield is 0.930. (3) The reactants are [N+:1]([C:4]1[CH:17]=[CH:16][C:7]([CH2:8][N:9]2[CH:13]=[CH:12][N:11]=[C:10]2[CH2:14][OH:15])=[CH:6][CH:5]=1)([O-])=O. The catalyst is [C].[Pd].C(O)C. The product is [NH2:1][C:4]1[CH:17]=[CH:16][C:7]([CH2:8][N:9]2[CH:13]=[CH:12][N:11]=[C:10]2[CH2:14][OH:15])=[CH:6][CH:5]=1. The yield is 0.950. (4) The reactants are C(C1CCC(C)CC1[O:11][C:12]([CH:14]1[CH2:18][CH:17]([CH2:19][C:20]2[CH:25]=[CH:24][CH:23]=[C:22]([F:26])[CH:21]=2)[CH2:16][N:15]1C(OC(C)(C)C)=O)=[O:13])(C)C.[ClH:34]. The catalyst is C1(C)C=CC=CC=1. The product is [ClH:34].[F:26][C:22]1[CH:21]=[C:20]([CH:25]=[CH:24][CH:23]=1)[CH2:19][C@@H:17]1[CH2:16][NH:15][C@H:14]([C:12]([OH:13])=[O:11])[CH2:18]1. The yield is 0.810. (5) The reactants are [NH:1]1[C:9]2[C:4](=[CH:5][C:6]([C:10]#[N:11])=[CH:7][CH:8]=2)[CH:3]=[N:2]1.CO.[Br:14]Br.Cl. The catalyst is [OH-].[Na+]. The product is [Br:14][C:3]1[C:4]2[C:9](=[CH:8][CH:7]=[C:6]([C:10]#[N:11])[CH:5]=2)[NH:1][N:2]=1. The yield is 0.470.